This data is from Full USPTO retrosynthesis dataset with 1.9M reactions from patents (1976-2016). The task is: Predict the reactants needed to synthesize the given product. (1) Given the product [CH3:35][C:36]1([CH3:43])[CH2:41][CH2:40][CH:39]([NH:42][C:12]2[CH:17]=[C:16]([O:18][CH3:19])[CH:15]=[CH:14][C:13]=2[C:20]2[NH:29][C:28](=[O:30])[C:27]3[C:22](=[CH:23][C:24]([O:33][CH3:34])=[CH:25][C:26]=3[O:31][CH3:32])[N:21]=2)[CH2:38][CH2:37]1, predict the reactants needed to synthesize it. The reactants are: C[Si]([N-][Si](C)(C)C)(C)C.[Li+].F[C:12]1[CH:17]=[C:16]([O:18][CH3:19])[CH:15]=[CH:14][C:13]=1[C:20]1[NH:29][C:28](=[O:30])[C:27]2[C:22](=[CH:23][C:24]([O:33][CH3:34])=[CH:25][C:26]=2[O:31][CH3:32])[N:21]=1.[CH3:35][C:36]1([CH3:43])[CH2:41][CH2:40][CH:39]([NH2:42])[CH2:38][CH2:37]1. (2) Given the product [C:4]([C:3]1[CH:7]=[CH:8][CH:9]=[C:10]([CH3:11])[C:2]=1[NH:1][C:22](=[O:28])[C:23]([O:25][CH2:26][CH3:27])=[O:24])(=[O:5])[NH2:6], predict the reactants needed to synthesize it. The reactants are: [NH2:1][C:2]1[C:10]([CH3:11])=[CH:9][CH:8]=[CH:7][C:3]=1[C:4]([NH2:6])=[O:5].CCN(C(C)C)C(C)C.Cl[C:22](=[O:28])[C:23]([O:25][CH2:26][CH3:27])=[O:24]. (3) The reactants are: Br[CH2:2][C:3]1[C:12]2[C:7](=[C:8]([F:14])[C:9]([F:13])=[CH:10][CH:11]=2)[NH:6][C:5](=[O:15])[CH:4]=1.[CH2:16]([C:20]1[NH:24][C:23]2[CH:25]=[CH:26][CH:27]=[C:28]([CH3:29])[C:22]=2[N:21]=1)[CH:17]([CH3:19])[CH3:18]. Given the product [F:13][C:9]1[C:8]([F:14])=[C:7]2[C:12]([C:3]([CH2:2][N:24]3[C:23]4[CH:25]=[CH:26][CH:27]=[C:28]([CH3:29])[C:22]=4[N:21]=[C:20]3[CH2:16][CH:17]([CH3:19])[CH3:18])=[CH:4][C:5](=[O:15])[NH:6]2)=[CH:11][CH:10]=1, predict the reactants needed to synthesize it. (4) Given the product [CH:61]([C:63]1[CH:71]=[CH:70][C:66]([C:67]([NH:17][CH2:18][C:19](=[O:20])[N:21]2[CH2:22][CH2:23][N:24]([C:27](=[O:38])[C:28]3[CH:33]=[CH:32][CH:31]=[CH:30][C:29]=3[C:34]([F:37])([F:35])[F:36])[CH2:25][CH2:26]2)=[O:68])=[CH:65][CH:64]=1)=[O:62], predict the reactants needed to synthesize it. The reactants are: CCN(C(C)C)C(C)C.OC(C(F)(F)F)=O.[NH2:17][CH2:18][C:19]([N:21]1[CH2:26][CH2:25][N:24]([C:27](=[O:38])[C:28]2[CH:33]=[CH:32][CH:31]=[CH:30][C:29]=2[C:34]([F:37])([F:36])[F:35])[CH2:23][CH2:22]1)=[O:20].C1C=CC2N(O)N=NC=2C=1.CCN=C=NCCCN(C)C.Cl.[CH:61]([C:63]1[CH:71]=[CH:70][C:66]([C:67](O)=[O:68])=[CH:65][CH:64]=1)=[O:62]. (5) Given the product [F:1][CH2:2][C:3]1[N:12]=[C:11]([N:23]([C:18]2[CH:17]=[CH:22][C:21]([O:30][CH3:31])=[CH:20][CH:19]=2)[CH3:26])[C:10]2[C:5](=[CH:6][CH:7]=[CH:8][CH:9]=2)[N:4]=1, predict the reactants needed to synthesize it. The reactants are: [F:1][CH2:2][C:3]1[NH:12][C:11](=O)[C:10]2[C:5](=[CH:6][CH:7]=[CH:8][CH:9]=2)[N:4]=1.COC(=O)[C:17]1[CH:22]=[CH:21][CH:20]=[CH:19][C:18]=1[NH2:23].F[CH2:26]C#N.Cl.[O:30]1CCOC[CH2:31]1. (6) Given the product [Cl:21][C:11]1[CH:10]=[C:9]([C:14]2[S:15][CH:16]=[CH:17][N:18]=2)[N:8]=[C:7]([C:5]2[O:6][C:2]([CH3:1])=[CH:3][CH:4]=2)[N:12]=1, predict the reactants needed to synthesize it. The reactants are: [CH3:1][C:2]1[O:6][C:5]([C:7]2[N:12]=[C:11](O)[CH:10]=[C:9]([C:14]3[S:15][CH:16]=[CH:17][N:18]=3)[N:8]=2)=[CH:4][CH:3]=1.P(Cl)(Cl)([Cl:21])=O. (7) Given the product [F:26][C:27]([F:32])([F:31])[C:28]([OH:30])=[O:29].[NH2:52][C@@H:48]([CH:49]([CH3:51])[CH3:50])[C:47]([N:43]1[CH2:44][CH2:45][CH2:46][C@@H:42]1[C:40]([NH:39][CH:35]([CH:36]([CH3:37])[CH3:38])[C@H:34]([OH:33])[C:54]1[O:55][C:56]([C:59]2[CH:64]=[CH:63][CH:62]=[CH:61][CH:60]=2)=[N:57][N:58]=1)=[O:41])=[O:53], predict the reactants needed to synthesize it. The reactants are: C(OC(=O)NC(C(C)C)[C@H](O)C1OC(C2C=CC=CC=2)=NN=1)(C)(C)C.[F:26][C:27]([F:32])([F:31])[C:28]([OH:30])=[O:29].[OH:33][CH:34]([C:54]1[O:55][C:56]([C:59]2[CH:64]=[CH:63][CH:62]=[CH:61][CH:60]=2)=[N:57][N:58]=1)[CH:35]([NH:39][C:40]([CH:42]1[CH2:46][CH2:45][CH2:44][N:43]1[C:47](=[O:53])[CH:48]([NH2:52])[CH:49]([CH3:51])[CH3:50])=[O:41])[CH:36]([CH3:38])[CH3:37].O.OC1C2N=NNC=2C=CC=1.CCN=C=NCCCN(C)C.Cl.CN1CCOCC1. (8) Given the product [C:44]([O:48][C:49]([N:51]1[CH2:56][CH2:55][CH:54]([CH3:57])[CH2:53][CH:52]1[C:58]1[O:62][N:61]=[C:60]([C:63]2[CH:68]=[CH:67][CH:66]=[C:65]([Cl:69])[CH:64]=2)[N:59]=1)=[O:50])([CH3:45])([CH3:46])[CH3:47].[Cl:69][C:65]1[CH:64]=[C:63]([C:60]2[N:59]=[C:58]([C@H:52]3[CH2:53][C@H:54]([CH3:57])[CH2:55][CH2:56][NH:51]3)[O:62][N:61]=2)[CH:68]=[CH:67][CH:66]=1, predict the reactants needed to synthesize it. The reactants are: C(OC(N1CCC(C)CC1C(O)=O)=O)(C)(C)C.C(N(CC)CC)C.ClC(OCC(C)C)=O.ClC1C=C(C=CC=1)C(NO)=N.[C:44]([O:48][C:49]([N:51]1[CH2:56][CH2:55][CH:54]([CH3:57])[CH2:53][CH:52]1[C:58]1[O:62][N:61]=[C:60]([C:63]2[CH:68]=[CH:67][CH:66]=[C:65]([Cl:69])[CH:64]=2)[N:59]=1)=[O:50])([CH3:47])([CH3:46])[CH3:45].FC(F)(F)C(O)=O. (9) Given the product [F:1][C:2]1[CH:31]=[CH:30][C:5]([CH2:6][CH:7]2[CH2:12][CH2:11][N:10]([CH2:13][C:14]3[S:41][C:18]([C:19]4[CH:28]=[CH:27][C:22]5[NH:23][C:24](=[O:26])[S:25][C:21]=5[CH:20]=4)=[CH:17][N:16]=3)[CH2:9][CH2:8]2)=[CH:4][CH:3]=1, predict the reactants needed to synthesize it. The reactants are: [F:1][C:2]1[CH:31]=[CH:30][C:5]([CH2:6][CH:7]2[CH2:12][CH2:11][N:10]([CH2:13][C:14]([NH:16][CH2:17][C:18](=O)[C:19]3[CH:28]=[CH:27][C:22]4[NH:23][C:24](=[O:26])[S:25][C:21]=4[CH:20]=3)=O)[CH2:9][CH2:8]2)=[CH:4][CH:3]=1.COC1C=CC(P2(=S)SP(=S)(C3C=CC(OC)=CC=3)[S:41]2)=CC=1.